Dataset: Forward reaction prediction with 1.9M reactions from USPTO patents (1976-2016). Task: Predict the product of the given reaction. Given the reactants [CH2:1]([O:4][C:5]([C:7]1[CH:8]=[C:9]([CH2:13][O:14][CH2:15][C@@H:16]([C:18]([NH2:20])=[O:19])[NH2:17])[CH:10]=[CH:11][CH:12]=1)=[O:6])[CH:2]=[CH2:3].Cl.[CH3:22][C:23]1[CH:24]=[C:25]([CH:39]=[CH:40][CH:41]=1)[CH2:26][C@@H:27]([C:36](O)=[O:37])[NH:28][C:29]([O:31][C:32]([CH3:35])([CH3:34])[CH3:33])=[O:30].ON1C2C=CC=CC=2N=N1.CN1CCOCC1.Cl.CN(C)CCCN=C=NCC, predict the reaction product. The product is: [CH3:22][C:23]1[CH:24]=[C:25]([CH:39]=[CH:40][CH:41]=1)[CH2:26][C@@H:27]([C:36]([NH:20][C:18](=[O:19])[C@H:16]([CH2:15][O:14][CH2:13][C:9]1[CH:10]=[CH:11][CH:12]=[C:7]([C:5]([O:4][CH2:1][CH:2]=[CH2:3])=[O:6])[CH:8]=1)[NH2:17])=[O:37])[NH:28][C:29]([O:31][C:32]([CH3:35])([CH3:33])[CH3:34])=[O:30].